This data is from Forward reaction prediction with 1.9M reactions from USPTO patents (1976-2016). The task is: Predict the product of the given reaction. (1) Given the reactants [CH3:1][O:2][C:3](=[O:62])[NH:4][CH:5]([C:9]([N:11]1[CH:17]([C:18]2[NH:19][C:20]([C:23]3[CH:28]=[CH:27][C:26]([C:29]4[CH:38]=[CH:37][C:36]5[C:31](=[CH:32][CH:33]=[C:34]([C:39]6[NH:40][C:41]([CH:44]7[CH:49]8[CH2:50][CH:46]([CH2:47][CH2:48]8)[N:45]7C(=O)C(C7CC7)NC(OC)=O)=[N:42][CH:43]=6)[CH:35]=5)[CH:30]=4)=[CH:25][CH:24]=3)=[CH:21][N:22]=2)[CH2:16][C:13]2([CH2:15][CH2:14]2)[CH2:12]1)=[O:10])[CH:6]([CH3:8])[CH3:7].[CH3:63][O:64][C:65]([CH3:76])([CH3:75])[CH:66]([NH:70][C:71]([O:73][CH3:74])=[O:72])[C:67]([OH:69])=O, predict the reaction product. The product is: [CH3:74][O:73][C:71](=[O:72])[NH:70][CH:66]([C:67]([N:45]1[CH:44]([C:41]2[NH:40][C:39]([C:34]3[CH:33]=[CH:32][C:31]4[C:36](=[CH:37][CH:38]=[C:29]([C:26]5[CH:27]=[CH:28][C:23]([C:20]6[NH:19][C:18]([CH:17]7[CH2:16][C:13]8([CH2:14][CH2:15]8)[CH2:12][N:11]7[C:9](=[O:10])[CH:5]([NH:4][C:3]([O:2][CH3:1])=[O:62])[CH:6]([CH3:7])[CH3:8])=[N:22][CH:21]=6)=[CH:24][CH:25]=5)[CH:30]=4)[CH:35]=3)=[CH:43][N:42]=2)[CH:49]2[CH2:50][CH:46]1[CH2:47][CH2:48]2)=[O:69])[C:65]([O:64][CH3:63])([CH3:76])[CH3:75]. (2) Given the reactants C([O:3][C:4]([C:6]1[S:10][C:9]([NH:11][C:12](=[O:43])[C:13]2[CH:18]=[C:17]([Cl:19])[C:16]([O:20][C:21]3[CH:26]=[CH:25][N:24]=[CH:23][C:22]=3[C:27]([N:29]3[C:38]4[C:33](=[CH:34][CH:35]=[CH:36][CH:37]=4)[N:32]([CH:39]4[CH2:41][CH2:40]4)[CH2:31][CH2:30]3)=[O:28])=[CH:15][C:14]=2[Cl:42])=[N:8][C:7]=1[CH3:44])=[O:5])C.O.O.[OH-].[Li+], predict the reaction product. The product is: [Cl:42][C:14]1[CH:15]=[C:16]([O:20][C:21]2[CH:26]=[CH:25][N:24]=[CH:23][C:22]=2[C:27]([N:29]2[C:38]3[C:33](=[CH:34][CH:35]=[CH:36][CH:37]=3)[N:32]([CH:39]3[CH2:40][CH2:41]3)[CH2:31][CH2:30]2)=[O:28])[C:17]([Cl:19])=[CH:18][C:13]=1[C:12]([NH:11][C:9]1[S:10][C:6]([C:4]([OH:5])=[O:3])=[C:7]([CH3:44])[N:8]=1)=[O:43]. (3) Given the reactants [NH2:1][C:2]1[CH:3]=[CH:4][C:5]([F:17])=[C:6]([C@:8]2([CH3:16])[C@H:13]([F:14])[CH2:12][O:11][C:10]([NH2:15])=[N:9]2)[CH:7]=1.[C:18]([C:20]1[CH:21]=[CH:22][C:23]([C:26](O)=[O:27])=[N:24][CH:25]=1)#[N:19], predict the reaction product. The product is: [NH2:15][C:10]1[O:11][CH2:12][C@@H:13]([F:14])[C@:8]([C:6]2[CH:7]=[C:2]([NH:1][C:26]([C:23]3[CH:22]=[CH:21][C:20]([C:18]#[N:19])=[CH:25][N:24]=3)=[O:27])[CH:3]=[CH:4][C:5]=2[F:17])([CH3:16])[N:9]=1. (4) The product is: [F:28][C:10]1[CH:11]=[C:12]([NH:15][C:16]([NH:18][C:19](=[O:27])[CH2:20][C:21]2[CH:22]=[CH:23][CH:24]=[CH:25][CH:26]=2)=[S:17])[CH:13]=[CH:14][C:9]=1[O:8][C:6]1[CH:5]=[CH:4][N:3]=[C:2]([NH:1][C:32]([N:54]2[CH2:55][CH2:56][CH:51]([N:46]3[CH2:50][CH2:49][CH2:48][CH2:47]3)[CH2:52][CH2:53]2)=[O:33])[CH:7]=1. Given the reactants [NH2:1][C:2]1[CH:7]=[C:6]([O:8][C:9]2[CH:14]=[CH:13][C:12]([NH:15][C:16]([NH:18][C:19](=[O:27])[CH2:20][C:21]3[CH:26]=[CH:25][CH:24]=[CH:23][CH:22]=3)=[S:17])=[CH:11][C:10]=2[F:28])[CH:5]=[CH:4][N:3]=1.CN1CC[O:33][CH2:32]C1.ClC(OC1C=CC=CC=1)=O.[N:46]1([CH:51]2[CH2:56][CH2:55][NH:54][CH2:53][CH2:52]2)[CH2:50][CH2:49][CH2:48][CH2:47]1, predict the reaction product. (5) Given the reactants Cl[C:2]1[N:3]=[C:4]([N:23]2[CH2:28][CH2:27][O:26][CH2:25][CH2:24]2)[C:5]2[N:11]=[C:10]([CH2:12][N:13]3[CH2:18][CH2:17][CH:16]([C:19]([OH:22])([CH3:21])[CH3:20])[CH2:15][CH2:14]3)[CH:9]=[CH:8][C:6]=2[N:7]=1.CC1(C)C(C)(C)OB([C:37]2[CH:45]=[CH:44][CH:43]=[C:42]3[C:38]=2[CH:39]=[N:40][NH:41]3)O1, predict the reaction product. The product is: [NH:41]1[C:42]2[C:38](=[C:37]([C:2]3[N:3]=[C:4]([N:23]4[CH2:28][CH2:27][O:26][CH2:25][CH2:24]4)[C:5]4[N:11]=[C:10]([CH2:12][N:13]5[CH2:18][CH2:17][CH:16]([C:19]([OH:22])([CH3:21])[CH3:20])[CH2:15][CH2:14]5)[CH:9]=[CH:8][C:6]=4[N:7]=3)[CH:45]=[CH:44][CH:43]=2)[CH:39]=[N:40]1.